The task is: Regression/Classification. Given an antibody's heavy chain and light chain sequences, predict its developability. TAP uses regression for 5 developability metrics; SAbDab uses binary classification.. This data is from Antibody developability classification from SAbDab with 2,409 antibodies. (1) Result: 0 (not developable). The antibody is ['QVQLVQSGAEVRKPGSSVKVSCKASRGTFSNHAVSWVRQAPGHGLEWLGGLIPIFSTPHYAQKFQGRVTITADESTNTVHMELSSLRSEDTAVYYCAREIPGATSGPDHFFFYGMDVWGQGTTVAVSS', 'QSVLTQPLSAPGTPGQRVTISCSGSSSNVGTNAVDWYQRLPGTAPKLLIYYNNQRPSGVPDRFSGSKSGTSASLAISGLRSEDEADYYCATWDNSLNDRVFGGGTKLTVL']. (2) The antibody is ['EVQLEESGGGLVTPGGSLRLSCAASGYVFSTYDMSWVRQTPEKRLEWVAFISSGGGRTSYPDTVKGRFTISRDDAKNTLYLQMSSLQSEDTAMYYCTRHFYAVLDYWGRGTTLTVSS', 'QAVVTQESALTTSPGETVTLTCRSSTGTVTTSNYANWVQEKPDHLFTGLIGATNNRAAGVPVRFSGSLIGGKAALTITGAQTEDEAIYFCALWYSGHWVFGGGTKLTVL']. Result: 0 (not developable). (3) The antibody is ['1rzk', '1rzk_L']. Result: 0 (not developable). (4) The antibody is ['QVQLQQPGSVLVRPGASVKLSCKASGYTFTSSWMHWAKQRPGQGLEWIGEIHPNSGNTNYNEKFKGKATLTVDTSSSTAYVDLSSLTSEDSAVYYCVRGFAYWGQGTLVTVSA', 'DIVMTQSPSSLAMSVGQKVTMSCKSSQSLLNSSNQKNYLAWYQQKPGQSPKLLVYFASTRESGVPDRFIGSGSGTDFTLTISSVQAEDLADYFCQQHYSTPFTFGSGTKLEIK']. Result: 0 (not developable). (5) The antibody is ['DVQLVEPGAELVQPGASVKMSCKASGYTFSSYWINWEKQRPGKGLEWIGNIYPGSGTVNYDDKFKSKATLTIDTSSNTAYMQLSSLTSEDSAVYYCTRGGSHAMDYWGQGTSVTVSS', 'DIVMTQSQKFMSTSVGDRVSITCKASQNVRTSVAWYQQKPGQSPKALIYLASNRHTGVPDRFTGSGSGTDFTLTISNVQSEDLADYFCLQHWTYPYTFGGGTKLEIK']. Result: 1 (developable). (6) The antibody is ['2atk', 'PROT_7E7F8549']. Result: 0 (not developable).